Dataset: Forward reaction prediction with 1.9M reactions from USPTO patents (1976-2016). Task: Predict the product of the given reaction. (1) Given the reactants [F:1][CH:2]([F:13])[C:3]1[C:7]([C:8](Cl)=[O:9])=[C:6]([F:11])[N:5]([CH3:12])[N:4]=1.[CH2:14]1[C:22]2[C:17](=[CH:18][CH:19]=[CH:20][CH:21]=2)[CH2:16][CH:15]1[CH:23]([NH:25][CH:26]1[CH2:28][CH2:27]1)[CH3:24].C(N(CC)CC)C, predict the reaction product. The product is: [CH:26]1([N:25]([CH:23]([CH:15]2[CH2:16][C:17]3[C:22](=[CH:21][CH:20]=[CH:19][CH:18]=3)[CH2:14]2)[CH3:24])[C:8]([C:7]2[C:3]([CH:2]([F:13])[F:1])=[N:4][N:5]([CH3:12])[C:6]=2[F:11])=[O:9])[CH2:28][CH2:27]1. (2) Given the reactants Br[C:2]1[CH:15]=[CH:14][C:5]([O:6][CH2:7][CH2:8][N:9]2[CH2:13][CH2:12][CH2:11][CH2:10]2)=[C:4]([CH:16]=[CH2:17])[CH:3]=1.C(N(CC)CC)C.C1(P(C2C=CC=CC=2)CCCP(C2C=CC=CC=2)C2C=CC=CC=2)C=CC=CC=1.[H][H], predict the reaction product. The product is: [CH2:16]([C:4]1[CH:3]=[CH:2][CH:15]=[CH:14][C:5]=1[O:6][CH2:7][CH2:8][N:9]1[CH2:10][CH2:11][CH2:12][CH2:13]1)[CH3:17]. (3) Given the reactants [Cl:1][C:2]1[CH:3]=[CH:4][C:5]([O:29][CH:30]([F:32])[F:31])=[C:6]([C:8]2[C:12]([NH:13][C:14]([C:16]3[CH:17]=[N:18][N:19]4[CH:24]=[CH:23][CH:22]=[N:21][C:20]=34)=[O:15])=[CH:11][N:10]([CH2:25][C:26]([OH:28])=O)[N:9]=2)[CH:7]=1.CCN(C(C)C)C(C)C.[CH3:42][CH:43]([N:45]1[CH2:50][CH2:49][NH:48][CH2:47][CH2:46]1)[CH3:44].CN(C(ON1N=NC2C=CC=NC1=2)=[N+](C)C)C.F[P-](F)(F)(F)(F)F, predict the reaction product. The product is: [Cl:1][C:2]1[CH:3]=[CH:4][C:5]([O:29][CH:30]([F:32])[F:31])=[C:6]([C:8]2[C:12]([NH:13][C:14]([C:16]3[CH:17]=[N:18][N:19]4[CH:24]=[CH:23][CH:22]=[N:21][C:20]=34)=[O:15])=[CH:11][N:10]([CH2:25][C:26](=[O:28])[N:48]3[CH2:49][CH2:50][N:45]([CH:43]([CH3:44])[CH3:42])[CH2:46][CH2:47]3)[N:9]=2)[CH:7]=1. (4) Given the reactants [Br:1][C:2]1[CH:7]=[CH:6][C:5]([CH2:8][CH:9]=O)=[C:4]([NH:11][CH:12]2[CH2:17][CH2:16][O:15][CH2:14][CH2:13]2)[CH:3]=1, predict the reaction product. The product is: [Br:1][C:2]1[CH:3]=[C:4]2[C:5]([CH:8]=[CH:9][N:11]2[CH:12]2[CH2:17][CH2:16][O:15][CH2:14][CH2:13]2)=[CH:6][CH:7]=1. (5) Given the reactants [CH3:1][O:2][C:3]1[CH:14]=[CH:13][C:6](/[CH:7]=[CH:8]/[S:9](Cl)(=[O:11])=[O:10])=[CH:5][CH:4]=1.[S:15]([NH2:25])(=[O:24])([C:17]1[CH:22]=[CH:21][C:20]([NH2:23])=[CH:19][CH:18]=1)=[O:16], predict the reaction product. The product is: [CH3:1][O:2][C:3]1[CH:14]=[CH:13][C:6](/[CH:7]=[CH:8]/[S:9]([NH:23][C:20]2[CH:21]=[CH:22][C:17]([S:15](=[O:24])(=[O:16])[NH2:25])=[CH:18][CH:19]=2)(=[O:11])=[O:10])=[CH:5][CH:4]=1. (6) Given the reactants [Cl:1][C:2]1[N:7]=[CH:6][C:5]([S:8](Cl)(=[O:10])=[O:9])=[CH:4][CH:3]=1.[NH2:12][CH2:13][CH2:14][NH:15][C:16](=[O:22])[O:17][C:18]([CH3:21])([CH3:20])[CH3:19].C(N(CC)CC)C, predict the reaction product. The product is: [Cl:1][C:2]1[N:7]=[CH:6][C:5]([S:8]([NH:12][CH2:13][CH2:14][NH:15][C:16](=[O:22])[O:17][C:18]([CH3:20])([CH3:19])[CH3:21])(=[O:10])=[O:9])=[CH:4][CH:3]=1. (7) Given the reactants [Br:1][C:2]1[C:3]([O:11][CH3:12])=[CH:4][C:5]([O:9][CH3:10])=[C:6]([CH:8]=1)[NH2:7].[C:13](Cl)(Cl)=[O:14], predict the reaction product. The product is: [Br:1][C:2]1[CH:8]=[C:6]([N:7]=[C:13]=[O:14])[C:5]([O:9][CH3:10])=[CH:4][C:3]=1[O:11][CH3:12].